From a dataset of Full USPTO retrosynthesis dataset with 1.9M reactions from patents (1976-2016). Predict the reactants needed to synthesize the given product. (1) The reactants are: C([O-])(=O)C.[K+].[B:15]1([B:15]2[O:19][C:18]([CH3:21])([CH3:20])[C:17]([CH3:23])([CH3:22])[O:16]2)[O:19][C:18]([CH3:21])([CH3:20])[C:17]([CH3:23])([CH3:22])[O:16]1.Br[C:25]1[CH:26]=[CH:27][C:28]([O:31][CH2:32][C:33]([CH3:39])([CH3:38])[C:34]([O:36][CH3:37])=[O:35])=[N:29][CH:30]=1. Given the product [CH3:38][C:33]([CH3:39])([CH2:32][O:31][C:28]1[CH:27]=[CH:26][C:25]([B:15]2[O:16][C:17]([CH3:22])([CH3:23])[C:18]([CH3:20])([CH3:21])[O:19]2)=[CH:30][N:29]=1)[C:34]([O:36][CH3:37])=[O:35], predict the reactants needed to synthesize it. (2) Given the product [OH:1][CH:2]([C:8]1[CH:13]=[CH:12][CH:11]=[CH:10][N:9]=1)[C:3]([O:5][CH2:6][CH3:7])=[O:4], predict the reactants needed to synthesize it. The reactants are: [O:1]=[C:2]([C:8]1[CH:13]=[CH:12][CH:11]=[CH:10][N:9]=1)[C:3]([O:5][CH2:6][CH3:7])=[O:4].C[Mg]Br. (3) Given the product [CH2:13]([C:9]1[N:8]=[C:7]([C:27]2[CH:26]=[CH:25][CH:24]=[C:23]([CH3:22])[N:28]=2)[CH:12]=[CH:11][CH:10]=1)[CH2:14][CH2:15][CH3:16], predict the reactants needed to synthesize it. The reactants are: FC(F)(F)S(O[C:7]1[CH:12]=[CH:11][CH:10]=[C:9]([CH2:13][CH2:14][CH2:15][CH3:16])[N:8]=1)(=O)=O.[Cl-].[Li+].[Br-].[CH3:22][C:23]1[N:28]=[C:27]([Zn+])[CH:26]=[CH:25][CH:24]=1. (4) Given the product [CH2:35]([O:37][P:38](=[O:39])([O:40][CH2:41][CH3:42])[O:21][C:19]([CH3:22])([CH3:20])[C:18]#[C:17][C:15]1[CH:14]=[CH:13][C:12]2[C:8]([C:5]3[CH:4]=[CH:3][C:2]([Br:1])=[CH:7][CH:6]=3)=[N:9][S:10][C:11]=2[CH:16]=1)[CH3:36], predict the reactants needed to synthesize it. The reactants are: [Br:1][C:2]1[CH:7]=[CH:6][C:5]([C:8]2[C:12]3[CH:13]=[CH:14][C:15]([C:17]#[C:18][C:19]([CH3:22])([OH:21])[CH3:20])=[CH:16][C:11]=3[S:10][N:9]=2)=[CH:4][CH:3]=1.[Li+].CCC[CH2-].C(N(CC)CC)C.[CH2:35]([O:37][P:38](Cl)([O:40][CH2:41][CH3:42])=[O:39])[CH3:36]. (5) Given the product [CH3:1][C:2]1[CH:3]=[CH:4][C:5]([N:10]2[CH2:15][CH2:14][N:13]([CH3:16])[CH2:12][CH2:11]2)=[C:6]([CH:9]=1)[CH:7]=[O:8], predict the reactants needed to synthesize it. The reactants are: [CH3:1][C:2]1[CH:3]=[CH:4][C:5]([N:10]2[CH2:15][CH2:14][N:13]([CH3:16])[CH2:12][CH2:11]2)=[C:6]([CH:9]=1)[CH2:7][OH:8].C(Cl)(Cl)Cl.CO. (6) The reactants are: [N:1]([O-:3])=[O:2].[K+].[CH:5]1[C:14]2[C:9](=[CH:10][CH:11]=[CH:12][CH:13]=2)[CH2:8][CH2:7][N:6]=1.N. Given the product [N+:1]([C:12]1[CH:13]=[C:14]2[C:9]([CH:8]=[CH:7][N:6]=[CH:5]2)=[CH:10][CH:11]=1)([O-:3])=[O:2], predict the reactants needed to synthesize it. (7) Given the product [CH2:1]([C:7]1[CH:8]=[N:9][C:10]2[C:15]([CH:16]=1)=[CH:14][CH:13]=[CH:12][C:11]=2[C:17]([NH:20][C:21]1[CH:22]=[C:23]([CH:32]=[CH:33][CH:34]=1)[O:24][CH2:25][C:26]([O:28][CH:29]([CH3:30])[CH3:31])=[O:27])=[O:19])[CH2:2][CH2:3][CH2:4][CH2:5][CH3:6], predict the reactants needed to synthesize it. The reactants are: [CH2:1]([C:7]1[CH:8]=[N:9][C:10]2[C:15]([CH:16]=1)=[CH:14][CH:13]=[CH:12][C:11]=2[C:17]([OH:19])=O)[CH2:2][CH2:3][CH2:4][CH2:5][CH3:6].[NH2:20][C:21]1[CH:22]=[C:23]([CH:32]=[CH:33][CH:34]=1)[O:24][CH2:25][C:26]([O:28][CH:29]([CH3:31])[CH3:30])=[O:27].CN1CCOCC1.F[P-](F)(F)(F)(F)F.N1(OC(N(C)C)=[N+](C)C)C2N=CC=CC=2N=N1.